Dataset: Reaction yield outcomes from USPTO patents with 853,638 reactions. Task: Predict the reaction yield, written as a fraction of the theoretical maximum amount of product (1.0 means a 100% yield; for example, 0.34 means a 34% yield). (1) The reactants are [NH2:1][C:2]1[C:3]([C:8]([NH2:10])=[O:9])=[N:4][CH:5]=[CH:6][N:7]=1.CC([O-])=O.[Na+].[Br:16]Br. The catalyst is CC(O)=O. The product is [NH2:1][C:2]1[C:3]([C:8]([NH2:10])=[O:9])=[N:4][C:5]([Br:16])=[CH:6][N:7]=1. The yield is 0.950. (2) The reactants are [F:1][C:2]1[CH:12]=[CH:11][C:10]([N+:13]([O-])=O)=[CH:9][C:3]=1[C:4]([O:6][CH2:7][CH3:8])=[O:5]. The catalyst is C(O)C.[Pd]. The product is [NH2:13][C:10]1[CH:11]=[CH:12][C:2]([F:1])=[C:3]([CH:9]=1)[C:4]([O:6][CH2:7][CH3:8])=[O:5]. The yield is 1.00. (3) The reactants are [Cl:1][C:2]1[C:7]([CH:8]=[O:9])=[CH:6][N:5]=[C:4]2[NH:10][CH:11]=[CH:12][C:3]=12.[S:13](Cl)([C:16]1[CH:22]=[CH:21][C:19]([CH3:20])=[CH:18][CH:17]=1)(=[O:15])=[O:14]. The catalyst is CN(C1C=CN=CC=1)C. The product is [Cl:1][C:2]1[C:7]([CH:8]=[O:9])=[CH:6][N:5]=[C:4]2[N:10]([S:13]([C:16]3[CH:22]=[CH:21][C:19]([CH3:20])=[CH:18][CH:17]=3)(=[O:15])=[O:14])[CH:11]=[CH:12][C:3]=12. The yield is 0.870. (4) The reactants are [Cl:1][C:2]1[CH:7]=[CH:6][C:5]([NH:8][C:9]2[N:14]=[C:13](Cl)[N:12]=[C:11]([Cl:16])[N:10]=2)=[CH:4][CH:3]=1.[CH3:17][O:18][C:19]1[CH:24]=[CH:23][C:22]([NH2:25])=[CH:21][CH:20]=1. No catalyst specified. The product is [Cl:16][C:11]1[N:10]=[C:9]([NH:8][C:5]2[CH:4]=[CH:3][C:2]([Cl:1])=[CH:7][CH:6]=2)[N:14]=[C:13]([NH:25][C:22]2[CH:23]=[CH:24][C:19]([O:18][CH3:17])=[CH:20][CH:21]=2)[N:12]=1. The yield is 0.620. (5) The reactants are COC[O:4][C:5]1[CH:10]=[C:9]([O:11]COC)[C:8]([CH:15]([CH3:17])[CH3:16])=[CH:7][C:6]=1[C:18]1[N:19]([C:24]2[CH:29]=[CH:28][C:27]([O:30]C)=[CH:26][CH:25]=2)[C:20](=[O:23])[NH:21][N:22]=1.ClCCCl. The catalyst is CCCCCC. The product is [OH:4][C:5]1[CH:10]=[C:9]([OH:11])[C:8]([CH:15]([CH3:17])[CH3:16])=[CH:7][C:6]=1[C:18]1[N:19]([C:24]2[CH:29]=[CH:28][C:27]([OH:30])=[CH:26][CH:25]=2)[C:20](=[O:23])[NH:21][N:22]=1. The yield is 0.148. (6) The reactants are F[C:2]1[CH:10]=[CH:9][C:5]([C:6](Cl)=[O:7])=[CH:4][CH:3]=1.Cl.[F:12][C:13]1[CH:18]=[CH:17][C:16]([C:19]2[N:23]=[C:22]([CH:24]3[CH2:29][CH2:28][CH2:27][NH:26][CH2:25]3)[O:21][N:20]=2)=[CH:15][CH:14]=1. The catalyst is C(Cl)Cl.CO. The product is [F:12][C:13]1[CH:18]=[CH:17][C:16]([C:19]2[N:23]=[C:22]([CH:24]3[CH2:29][CH2:28][CH2:27][N:26]([C:6]([C:5]4[CH:9]=[CH:10][CH:2]=[CH:3][CH:4]=4)=[O:7])[CH2:25]3)[O:21][N:20]=2)=[CH:15][CH:14]=1. The yield is 0.300. (7) The reactants are [Cl:1][C:2]1[CH:10]=[CH:9][C:8]([C:11]2[N:12]([C:21]([O:23][C:24]([CH3:27])([CH3:26])[CH3:25])=[O:22])[C:13]3[C:18]([C:19]=2I)=[CH:17][CH:16]=[CH:15][CH:14]=3)=[C:7]2[C:3]=1[CH2:4][NH:5][C:6]2=[O:28].[CH2:29]([OH:33])[CH2:30][C:31]#[CH:32]. The catalyst is C(NCC)C.Cl[Pd](Cl)([P](C1C=CC=CC=1)(C1C=CC=CC=1)C1C=CC=CC=1)[P](C1C=CC=CC=1)(C1C=CC=CC=1)C1C=CC=CC=1.[Cu](I)I. The product is [Cl:1][C:2]1[CH:10]=[CH:9][C:8]([C:11]2[N:12]([C:21]([O:23][C:24]([CH3:27])([CH3:26])[CH3:25])=[O:22])[C:13]3[C:18]([C:19]=2[C:32]#[C:31][CH2:30][CH2:29][OH:33])=[CH:17][CH:16]=[CH:15][CH:14]=3)=[C:7]2[C:3]=1[CH2:4][NH:5][C:6]2=[O:28]. The yield is 0.870.